From a dataset of Forward reaction prediction with 1.9M reactions from USPTO patents (1976-2016). Predict the product of the given reaction. (1) Given the reactants [C:1]([O:5][C:6](=[O:16])[NH:7][C:8]1[CH:13]=[CH:12][CH:11]=[C:10]([CH2:14][OH:15])[N:9]=1)([CH3:4])([CH3:3])[CH3:2].C(N(CC)CC)C.CN(C1C=CC=CN=1)C.[C:33](OC(=O)C)(=[O:35])[CH3:34], predict the reaction product. The product is: [C:1]([O:5][C:6]([NH:7][C:8]1[N:9]=[C:10]([CH2:14][O:15][C:33](=[O:35])[CH3:34])[CH:11]=[CH:12][CH:13]=1)=[O:16])([CH3:4])([CH3:2])[CH3:3]. (2) The product is: [CH2:1]([N:3]1[C:7]2=[N:8][C:9]([CH2:47][CH3:48])=[C:10]([CH2:19][NH:20][C:21]([C:23]3[CH:28]=[CH:27][CH:26]=[C:25]([C:29]([NH:31][CH2:32][C:33]4[CH:34]=[C:35]([C:39]5[CH:44]=[CH:43][CH:42]=[C:41]([CH2:45][N:54]6[CH2:53][C@H:52]([CH3:56])[NH:51][C@H:50]([CH3:49])[CH2:55]6)[CH:40]=5)[CH:36]=[CH:37][CH:38]=4)=[O:30])[N:24]=3)=[O:22])[C:11]([NH:12][CH:13]3[CH2:14][CH2:15][O:16][CH2:17][CH2:18]3)=[C:6]2[CH:5]=[N:4]1)[CH3:2]. Given the reactants [CH2:1]([N:3]1[C:7]2=[N:8][C:9]([CH2:47][CH3:48])=[C:10]([CH2:19][NH:20][C:21]([C:23]3[CH:28]=[CH:27][CH:26]=[C:25]([C:29]([NH:31][CH2:32][C:33]4[CH:34]=[C:35]([C:39]5[CH:44]=[CH:43][CH:42]=[C:41]([CH:45]=O)[CH:40]=5)[CH:36]=[CH:37][CH:38]=4)=[O:30])[N:24]=3)=[O:22])[C:11]([NH:12][CH:13]3[CH2:18][CH2:17][O:16][CH2:15][CH2:14]3)=[C:6]2[CH:5]=[N:4]1)[CH3:2].[CH3:49][C@@H:50]1[CH2:55][NH:54][CH2:53][C@H:52]([CH3:56])[NH:51]1.C(O)(=O)C.C(O[BH-](OC(=O)C)OC(=O)C)(=O)C, predict the reaction product. (3) Given the reactants [Br:1]Br.[CH2:3]([NH:7][C:8](=[O:17])[O:9][CH2:10][C:11]1C=CC=CC=1)[CH2:4]C=C, predict the reaction product. The product is: [Br:1][CH2:11][CH:10]1[O:9][C:8](=[O:17])[NH:7][CH2:3][CH2:4]1. (4) Given the reactants [NH2:1][C:2](=[S:22])[NH:3][C:4]([C:6]1[N:7]([CH2:17][C:18]([O:20][CH3:21])=[O:19])[C:8]2[C:13]([C:14]=1[CH3:15])=[CH:12][C:11]([CH3:16])=[CH:10][CH:9]=2)=[O:5].Br[CH:24]([CH2:38][CH2:39][CH:40]1[CH2:45][CH2:44][CH2:43][CH2:42][CH2:41]1)[C:25]([C:27]1[CH:32]=[C:31]([O:33][CH3:34])[C:30]([Cl:35])=[CH:29][C:28]=1[O:36][CH3:37])=O, predict the reaction product. The product is: [CH3:21][O:20][C:18](=[O:19])[CH2:17][N:7]1[C:8]2[C:13](=[CH:12][C:11]([CH3:16])=[CH:10][CH:9]=2)[C:14]([CH3:15])=[C:6]1[C:4]([NH:3][C:2]1[S:22][C:24]([CH2:38][CH2:39][CH:40]2[CH2:41][CH2:42][CH2:43][CH2:44][CH2:45]2)=[C:25]([C:27]2[CH:32]=[C:31]([O:33][CH3:34])[C:30]([Cl:35])=[CH:29][C:28]=2[O:36][CH3:37])[N:1]=1)=[O:5]. (5) Given the reactants [N:1]([CH:4]1[C:10](=[O:11])[N:9]([CH2:12][CH:13]2[CH2:15][CH2:14]2)[C:8]2[CH:16]=[CH:17][CH:18]=[CH:19][C:7]=2[N:6]([CH2:20][CH:21]2[CH2:23][CH2:22]2)[C:5]1=[O:24])=[N+]=[N-].N1C2C=CC=CC=2NCCC1, predict the reaction product. The product is: [NH2:1][CH:4]1[C:10](=[O:11])[N:9]([CH2:12][CH:13]2[CH2:15][CH2:14]2)[C:8]2[CH:16]=[CH:17][CH:18]=[CH:19][C:7]=2[N:6]([CH2:20][CH:21]2[CH2:22][CH2:23]2)[C:5]1=[O:24]. (6) Given the reactants [Cl:1][C:2]1[CH:7]=[CH:6][C:5]([C:8]2[C:17]3[C:12](=[CH:13][CH:14]=[CH:15][CH:16]=3)[C:11]([NH:18][C:19]3[CH:24]=[CH:23][C:22]([O:25][C:26]4[C:35]5[C:30](=[CH:31][C:32]([O:36][CH3:37])=[CH:33][N:34]=5)[N:29]=[CH:28][CH:27]=4)=[CH:21][CH:20]=3)=[N:10][N:9]=2)=[CH:4][C:3]=1[O:38][CH2:39][CH2:40]SC.O[O:44][S:45]([O-:47])=O.[K+].[CH3:49]O.O, predict the reaction product. The product is: [Cl:1][C:2]1[CH:7]=[CH:6][C:5]([C:8]2[C:17]3[C:12](=[CH:13][CH:14]=[CH:15][CH:16]=3)[C:11]([NH:18][C:19]3[CH:24]=[CH:23][C:22]([O:25][C:26]4[C:35]5[C:30](=[CH:31][C:32]([O:36][CH3:37])=[CH:33][N:34]=5)[N:29]=[CH:28][CH:27]=4)=[CH:21][CH:20]=3)=[N:10][N:9]=2)=[CH:4][C:3]=1[O:38][CH2:39][CH2:40][S:45]([CH3:49])(=[O:47])=[O:44]. (7) Given the reactants C(N(CC)CC)C.[CH2:8]([O:12][C:13]1[CH:18]=[CH:17][C:16]([S:19](Cl)(=[O:21])=[O:20])=[CH:15][CH:14]=1)[C:9]#[C:10][CH3:11].[NH2:23][CH2:24][C:25]([N:34]1[CH2:39][CH2:38][N:37]([C:40]([O:42][C:43]([CH3:46])([CH3:45])[CH3:44])=[O:41])[CH2:36][CH2:35]1)([C:30]([O:32][CH3:33])=[O:31])[C:26]([O:28][CH3:29])=[O:27], predict the reaction product. The product is: [C:43]([O:42][C:40]([N:37]1[CH2:38][CH2:39][N:34]([C:25]([CH2:24][NH:23][S:19]([C:16]2[CH:17]=[CH:18][C:13]([O:12][CH2:8][C:9]#[C:10][CH3:11])=[CH:14][CH:15]=2)(=[O:21])=[O:20])([C:30]([O:32][CH3:33])=[O:31])[C:26]([O:28][CH3:29])=[O:27])[CH2:35][CH2:36]1)=[O:41])([CH3:45])([CH3:46])[CH3:44].